Dataset: Forward reaction prediction with 1.9M reactions from USPTO patents (1976-2016). Task: Predict the product of the given reaction. (1) Given the reactants Cl.[NH2:2][CH2:3][C:4]1[CH:9]=[CH:8][C:7]([NH:10][S:11]([CH3:14])(=[O:13])=[O:12])=[CH:6][CH:5]=1.[C:15]([C:19]1[CH:29]=[CH:28][C:22]([O:23][CH2:24][C:25](Cl)=[O:26])=[CH:21][CH:20]=1)([CH3:18])([CH3:17])[CH3:16], predict the reaction product. The product is: [C:15]([C:19]1[CH:29]=[CH:28][C:22]([O:23][CH2:24][C:25]([NH:2][CH2:3][C:4]2[CH:5]=[CH:6][C:7]([NH:10][S:11]([CH3:14])(=[O:13])=[O:12])=[CH:8][CH:9]=2)=[O:26])=[CH:21][CH:20]=1)([CH3:18])([CH3:16])[CH3:17]. (2) The product is: [CH2:4]([O:6][C:7](=[O:17])[CH:8]([C:18](=[O:20])[CH3:19])[C:9](=[O:16])[CH2:10][O:11][C:12]([CH3:13])([CH3:15])[CH3:14])[CH3:5]. Given the reactants [Cl-].[Mg+2].[Cl-].[CH2:4]([O:6][C:7](=[O:17])[CH2:8][C:9](=[O:16])[CH2:10][O:11][C:12]([CH3:15])([CH3:14])[CH3:13])[CH3:5].[C:18](Cl)(=[O:20])[CH3:19].[Cl-].[NH4+], predict the reaction product.